Dataset: Forward reaction prediction with 1.9M reactions from USPTO patents (1976-2016). Task: Predict the product of the given reaction. (1) Given the reactants [C:1]([C:3]1[CH:4]=[C:5]([C:13]2[O:17][N:16]=[C:15]([C:18]3[CH:32]=[CH:31][C:21]4[CH2:22][CH2:23][N:24]([CH2:27][C:28](O)=[O:29])[CH2:25][CH2:26][C:20]=4[CH:19]=3)[N:14]=2)[CH:6]=[CH:7][C:8]=1[O:9][CH:10]([CH3:12])[CH3:11])#[N:2].C(Cl)CCl.C(N1CCOCC1)C.C1C=CC2N(O)N=NC=2C=1.[CH3:55][C:56]([Si:59]([CH3:66])([CH3:65])[O:60][CH:61]1[CH2:64][NH:63][CH2:62]1)([CH3:58])[CH3:57], predict the reaction product. The product is: [CH3:58][C:56]([Si:59]([CH3:66])([CH3:65])[O:60][CH:61]1[CH2:64][N:63]([C:28](=[O:29])[CH2:27][N:24]2[CH2:23][CH2:22][C:21]3[CH:31]=[CH:32][C:18]([C:15]4[N:14]=[C:13]([C:5]5[CH:6]=[CH:7][C:8]([O:9][CH:10]([CH3:12])[CH3:11])=[C:3]([CH:4]=5)[C:1]#[N:2])[O:17][N:16]=4)=[CH:19][C:20]=3[CH2:26][CH2:25]2)[CH2:62]1)([CH3:55])[CH3:57]. (2) Given the reactants [Cl-].[Al+3].[Cl-].[Cl-].[C:5](Cl)(=[O:7])[CH3:6].[CH2:9]1[C:20]2=[C:21]3[C:16](=[CH:17][CH:18]=[CH:19]2)[CH2:15][CH2:14][CH2:13][CH:12]3[CH2:11][CH2:10]1, predict the reaction product. The product is: [C:19]1([C:5](=[O:7])[CH3:6])[C:20]2=[C:21]3[CH:12]([CH2:11][CH2:10][CH2:9]2)[CH2:13][CH2:14][CH2:15][C:16]3=[CH:17][CH:18]=1.